Task: Predict the reaction yield, written as a fraction of the theoretical maximum amount of product (1.0 means a 100% yield; for example, 0.34 means a 34% yield).. Dataset: Reaction yield outcomes from USPTO patents with 853,638 reactions (1) The reactants are [C:1]1(N)[CH:6]=[CH:5][CH:4]=[CH:3][C:2]=1N.[N:9]1[CH:14]=CC=CC=1.C(OC(=O)C)(=[O:17])C. The catalyst is CN(C)C1C=CN=CC=1.C(OCC)(=O)C. The product is [C:14]([NH2:9])(=[O:17])[C:1]1[CH:6]=[CH:5][CH:4]=[CH:3][CH:2]=1. The yield is 0.490. (2) The reactants are [CH:1]1([C:6]([O:8][CH3:9])=[O:7])[CH2:5][CH2:4][CH2:3][CH2:2]1.C([N-]C(C)C)(C)C.[Li+].[CH2:18]([O:21][C:22]1[CH:29]=[CH:28][C:25]([CH:26]=[O:27])=[CH:24][CH:23]=1)[CH:19]=[CH2:20]. The catalyst is O1CCCC1.O. The product is [CH2:18]([O:21][C:22]1[CH:23]=[CH:24][C:25]([CH:26]([OH:27])[C:1]2([C:6]([O:8][CH3:9])=[O:7])[CH2:5][CH2:4][CH2:3][CH2:2]2)=[CH:28][CH:29]=1)[CH:19]=[CH2:20]. The yield is 0.970. (3) The reactants are [NH2:1][CH:2]([CH2:6][CH3:7])[C:3]([OH:5])=[O:4].Cl[Si](C)(C)C.C(N(C(C)C)CC)(C)C.[Cl:22][C:23]1[CH:31]=[CH:30][CH:29]=[CH:28][C:24]=1[C:25](Cl)=[O:26]. The catalyst is ClCCl. The product is [Cl:22][C:23]1[CH:31]=[CH:30][CH:29]=[CH:28][C:24]=1[C:25]([NH:1][CH:2]([CH2:6][CH3:7])[C:3]([OH:5])=[O:4])=[O:26]. The yield is 0.770. (4) The reactants are C[O:2][C:3]([C:5]1[S:9][C:8]([N:10]2[C:14]3[CH:15]=[C:16]([O:21][CH3:22])[C:17]([O:19][CH3:20])=[CH:18][C:13]=3[N:12]=[CH:11]2)=[N:7][C:6]=1Br)=[O:4].[F:24][C:25]1[C:30]([F:31])=[CH:29][CH:28]=[CH:27][C:26]=1B(O)O. No catalyst specified. The product is [F:24][C:25]1[C:30]([F:31])=[CH:29][CH:28]=[CH:27][C:26]=1[C:6]1[N:7]=[C:8]([N:10]2[C:14]3[CH:15]=[C:16]([O:21][CH3:22])[C:17]([O:19][CH3:20])=[CH:18][C:13]=3[N:12]=[CH:11]2)[S:9][C:5]=1[C:3]([OH:2])=[O:4]. The yield is 0.390. (5) The reactants are [NH2:1][C:2]1[N:3]=[C:4]([CH3:16])[C:5]2[CH:11]=[CH:10][C:9](=[O:12])[N:8]([CH:13]([CH3:15])[CH3:14])[C:6]=2[N:7]=1.[Br:17]Br. The catalyst is C(Cl)Cl. The product is [NH2:1][C:2]1[N:3]=[C:4]([CH3:16])[C:5]2[CH:11]=[C:10]([Br:17])[C:9](=[O:12])[N:8]([CH:13]([CH3:14])[CH3:15])[C:6]=2[N:7]=1. The yield is 0.560. (6) The reactants are [Br:1][C:2]1[N:3]=[CH:4][S:5][C:6]=1[C@@H:7]([NH2:21])[C@H:8]([C:13]1[CH:18]=[CH:17][CH:16]=[C:15]([F:19])[C:14]=1[F:20])[CH2:9][CH2:10][CH:11]=[CH2:12].[CH3:22][C:23]([O:26][C:27](O[C:27]([O:26][C:23]([CH3:25])([CH3:24])[CH3:22])=[O:28])=[O:28])([CH3:25])[CH3:24]. The catalyst is C(Cl)Cl. The product is [Br:1][C:2]1[N:3]=[CH:4][S:5][C:6]=1[C@@H:7]([NH:21][C:27](=[O:28])[O:26][C:23]([CH3:25])([CH3:24])[CH3:22])[C@H:8]([C:13]1[CH:18]=[CH:17][CH:16]=[C:15]([F:19])[C:14]=1[F:20])[CH2:9][CH2:10][CH:11]=[CH2:12]. The yield is 0.950. (7) The reactants are [N+:1]([C:4]1[C:5]([NH2:11])=[C:6]([NH2:10])[CH:7]=[CH:8][CH:9]=1)([O-:3])=[O:2].C1C[O:15][CH2:14]C1. The catalyst is CCOC(C)=O. The product is [N+:1]([C:4]1[C:5]2[NH:11][C:14](=[O:15])[NH:10][C:6]=2[CH:7]=[CH:8][CH:9]=1)([O-:3])=[O:2]. The yield is 0.880.